This data is from Catalyst prediction with 721,799 reactions and 888 catalyst types from USPTO. The task is: Predict which catalyst facilitates the given reaction. (1) Reactant: [Cl:1][C:2]1[CH:7]=[CH:6][N:5]=[C:4]([NH:8][C:9](=O)[C:10](C)(C)C)C=1C=O.O=[C:18]([CH3:34])[CH2:19][C:20]([NH:22][CH2:23][C:24]1[CH:29]=[CH:28][CH:27]=[C:26]([C:30]([F:33])([F:32])[F:31])[CH:25]=1)=[O:21].C[Si](C)(C)N[Si](C)(C)C.[K]. Product: [Cl:1][C:2]1[CH:7]=[CH:6][N:5]=[C:4]2[C:34]=1[CH:18]=[C:19]([C:20]([NH:22][CH2:23][C:24]1[CH:29]=[CH:28][CH:27]=[C:26]([C:30]([F:33])([F:32])[F:31])[CH:25]=1)=[O:21])[C:9]([CH3:10])=[N:8]2. The catalyst class is: 598. (2) The catalyst class is: 6. Reactant: CC1OC(C(C2C=CC=CC=2)(C2C=CC=CC=2)O)=NC=1.[Br:21][CH2:22][C:23]1[O:27][C:26]([C:28]([CH:36]2[CH2:41][CH2:40][CH2:39][CH2:38][CH2:37]2)([C:30]2[CH:35]=[CH:34][CH:33]=[CH:32][CH:31]=2)[OH:29])=[N:25][CH:24]=1. Product: [Br:21][CH2:22][C:23]1[O:27][C:26]([C:28]([C:36]2[CH:41]=[CH:40][CH:39]=[CH:38][CH:37]=2)([C:30]2[CH:35]=[CH:34][CH:33]=[CH:32][CH:31]=2)[OH:29])=[N:25][CH:24]=1.